Dataset: Catalyst prediction with 721,799 reactions and 888 catalyst types from USPTO. Task: Predict which catalyst facilitates the given reaction. (1) The catalyst class is: 6. Product: [Cl:1][C:2]1[CH:7]=[C:6]([F:8])[C:5]([F:9])=[CH:4][C:3]=1[S:10]([CH3:20])(=[O:12])=[O:11]. Reactant: [Cl:1][C:2]1[CH:7]=[C:6]([F:8])[C:5]([F:9])=[CH:4][C:3]=1[S:10](Cl)(=[O:12])=[O:11].S([O-])([O-])=O.[Na+].[Na+].[C:20](=O)(O)[O-].[Na+].BrCC(O)=O. (2) Reactant: Br[C:2]1[N:7]=[C:6]([CH3:8])[C:5]([CH:9]=[O:10])=[CH:4][CH:3]=1.[Br:11][C:12]1[CH:17]=[CH:16][C:15]([OH:18])=[C:14]([F:19])[CH:13]=1.C([O-])([O-])=O.[K+].[K+]. Product: [Br:11][C:12]1[CH:17]=[CH:16][C:15]([O:18][C:2]2[N:7]=[C:6]([CH3:8])[C:5]([CH:9]=[O:10])=[CH:4][CH:3]=2)=[C:14]([F:19])[CH:13]=1. The catalyst class is: 3. (3) The catalyst class is: 5. Product: [OH:8][C:9]1[C:10](=[O:28])[N:11]([CH3:27])[CH:12]=[C:13]([C:15]2[N:20]=[C:19]([C:21]3[CH:22]=[CH:23][CH:24]=[CH:25][CH:26]=3)[CH:18]=[CH:17][N:16]=2)[CH:14]=1. Reactant: C([O:8][C:9]1[C:10](=[O:28])[N:11]([CH3:27])[CH:12]=[C:13]([C:15]2[N:20]=[C:19]([C:21]3[CH:26]=[CH:25][CH:24]=[CH:23][CH:22]=3)[CH:18]=[CH:17][N:16]=2)[CH:14]=1)C1C=CC=CC=1.C(S)C.B(F)(F)F.CCOCC.